From a dataset of Forward reaction prediction with 1.9M reactions from USPTO patents (1976-2016). Predict the product of the given reaction. (1) Given the reactants C[O:2][C:3]([C:5]1[S:9][C:8]2[C:10]([N+:20]([O-:22])=[O:21])=[C:11]([O:17]CC)[C:12]([O:14]CC)=[CH:13][C:7]=2[CH:6]=1)=[O:4].Br, predict the reaction product. The product is: [OH:14][C:12]1[C:11]([OH:17])=[C:10]([N+:20]([O-:22])=[O:21])[C:8]2[S:9][C:5]([C:3]([OH:4])=[O:2])=[CH:6][C:7]=2[CH:13]=1. (2) Given the reactants C(O[C:4]1([O:14]CC)[NH:8][C:7](=[O:9])[C:6]2=[CH:10][CH:11]=[CH:12][CH:13]=[C:5]12)C.Cl.[O:18]1CC[CH2:20][CH2:19]1, predict the reaction product. The product is: [O:14]=[C:4]1[C:5]2[C:6](=[CH:10][CH:11]=[CH:12][CH:13]=2)[C:7](=[O:9])[N:8]1[CH2:20][CH:19]=[O:18]. (3) Given the reactants [CH:1]1([CH2:4][O:5][C:6]2[N:11]=[C:10]([C:12]([OH:14])=O)[CH:9]=[CH:8][C:7]=2[N:15]2[CH2:18][C:17]([F:20])([F:19])[CH2:16]2)[CH2:3][CH2:2]1.Cl.[CH2:22]1[C:25]2([CH2:29][CH2:28][CH2:27][O:26]2)[CH2:24][NH:23]1.CN(C(ON1N=NC2C=CC=CC1=2)=[N+](C)C)C.[B-](F)(F)(F)F.CCN(C(C)C)C(C)C, predict the reaction product. The product is: [CH:1]1([CH2:4][O:5][C:6]2[N:11]=[C:10]([C:12]([N:23]3[CH2:22][C:25]4([CH2:29][CH2:28][CH2:27][O:26]4)[CH2:24]3)=[O:14])[CH:9]=[CH:8][C:7]=2[N:15]2[CH2:18][C:17]([F:20])([F:19])[CH2:16]2)[CH2:2][CH2:3]1. (4) Given the reactants [OH:1][CH2:2][C@@H:3]([NH:5][CH:6]([CH3:12])[CH2:7][CH2:8][C:9](O)=[O:10])[CH3:4], predict the reaction product. The product is: [OH:1][CH2:2][C@@H:3]([N:5]1[CH:6]([CH3:12])[CH2:7][CH2:8][C:9]1=[O:10])[CH3:4]. (5) Given the reactants [F:1][C:2]1[CH:7]=[CH:6][CH:5]=[CH:4][C:3]=1[C:8]1[CH:17]=[C:16]2[C:11]([C@:12]3(C(O)=O)[C:18]([CH3:20])([CH3:19])[C@H:15]2[CH2:14][CH2:13]3)=[N:10][N:9]=1.C1(P(N=[N+]=[N-])(C2C=CC=CC=2)=[O:31])C=CC=CC=1.CC[N:43]([CH2:46]C)CC.[C:48]([OH:52])([CH3:51])([CH3:50])[CH3:49], predict the reaction product. The product is: [C:48]([O:52][C:46](=[O:31])[NH:43][C@@:12]12[C:18]([CH3:20])([CH3:19])[C@H:15]([CH2:14][CH2:13]1)[C:16]1[CH:17]=[C:8]([C:3]3[CH:4]=[CH:5][CH:6]=[CH:7][C:2]=3[F:1])[N:9]=[N:10][C:11]2=1)([CH3:51])([CH3:50])[CH3:49]. (6) Given the reactants C([C:3]1[CH:4]=[C:5]2C(=[CH:11][CH:12]=1)[N:9]=[CH:8][C:7]([C:13]#[N:14])=[C:6]2CCC)=O.CO[C:20]1[CH:21]=[CH:22][C:23](/[CH:32]=[C:33]2/[C:34]([NH:36][C:37]([S:39]/2)=[NH:38])=[O:35])=[CH:24][C:25]=1OC1CCCC1.C([O-])(=O)C.[Na+], predict the reaction product. The product is: [NH2:38][C:37]1[S:39]/[C:33](=[CH:32]\[C:23]2[CH:24]=[C:25]3[C:20](=[CH:21][CH:22]=2)[N:9]=[CH:8][C:7]([C:13]#[N:14])=[C:6]3[CH2:5][CH2:4][CH2:3][CH2:12][CH3:11])/[C:34](=[O:35])[N:36]=1. (7) Given the reactants Cl[C:2]1[C:7]([N+:8]([O-:10])=[O:9])=[CH:6][CH:5]=[CH:4][N:3]=1.[CH3:11][NH2:12], predict the reaction product. The product is: [CH3:11][NH:12][C:2]1[C:7]([N+:8]([O-:10])=[O:9])=[CH:6][CH:5]=[CH:4][N:3]=1.